From a dataset of Full USPTO retrosynthesis dataset with 1.9M reactions from patents (1976-2016). Predict the reactants needed to synthesize the given product. (1) Given the product [CH2:1]([NH:8][C:9](=[O:15])[C@H:10]([NH:14][C:16](=[O:18])[CH3:17])[CH2:11][O:12][CH3:13])[C:2]1[CH:7]=[CH:6][CH:5]=[CH:4][CH:3]=1, predict the reactants needed to synthesize it. The reactants are: [CH2:1]([NH:8][C:9](=[O:15])[CH:10]([NH2:14])[CH2:11][O:12][CH3:13])[C:2]1[CH:7]=[CH:6][CH:5]=[CH:4][CH:3]=1.[C:16](OC(C)C)(=[O:18])[CH3:17].C(=O)([O-])[O-].[Na+].[Na+]. (2) Given the product [CH3:19][CH:10]1[CH:9]([C:6]2[CH:5]=[CH:4][C:3]([C:2]([F:1])([F:16])[F:17])=[CH:8][CH:7]=2)[CH2:14][CH2:13][O:12][C:11]1=[O:15], predict the reactants needed to synthesize it. The reactants are: [F:1][C:2]([F:17])([F:16])[C:3]1[CH:8]=[CH:7][C:6]([CH:9]2[CH2:14][CH2:13][O:12][C:11](=[O:15])[CH2:10]2)=[CH:5][CH:4]=1.F[C:19](F)(F)C1C=CC(B(O)O)=CC=1.O1CCC=CC1=O.C([N-]C(C)C)(C)C.[Li+].C([Li])CCC.C(NC(C)C)(C)C.IC. (3) Given the product [CH2:10]([C:12](=[CH:15][CH:16]([CH2:21][CH3:22])[CH2:17][CH2:18][CH2:19][CH3:20])[CH:13]=[O:14])[CH3:11], predict the reactants needed to synthesize it. The reactants are: C(C(CCCC)CO)C.[CH2:10]([CH:12]([CH2:15][CH:16]([CH2:21][CH3:22])[CH2:17][CH2:18][CH2:19][CH3:20])[CH2:13][OH:14])[CH3:11].C(=O)CCC.C(C(CCCC)C=O)C. (4) Given the product [Cl:25][C:26]1[N:27]=[CH:28][N:29]=[C:30]([N:13]2[CH2:14][CH2:15][CH:10]([C:8]3[O:7][N:6]=[C:5]([CH:2]([CH3:4])[CH3:3])[N:9]=3)[CH2:11][CH2:12]2)[C:31]=1[CH3:32], predict the reactants needed to synthesize it. The reactants are: Cl.[CH:2]([C:5]1[N:9]=[C:8]([CH:10]2[CH2:15][CH2:14][NH:13][CH2:12][CH2:11]2)[O:7][N:6]=1)([CH3:4])[CH3:3].C(N(C(C)C)CC)(C)C.[Cl:25][C:26]1[C:31]([CH3:32])=[C:30](Cl)[N:29]=[CH:28][N:27]=1. (5) Given the product [CH3:21][O:20][C:17]1[CH:18]=[CH:19][C:14]([N:12]([CH3:13])[C:10]2[C:9]3[C:4](=[CH:5][CH:6]=[C:7]([CH3:22])[CH:8]=3)[N:3]=[C:2]([NH:25][CH3:24])[N:11]=2)=[CH:15][CH:16]=1, predict the reactants needed to synthesize it. The reactants are: Cl[C:2]1[N:11]=[C:10]([N:12]([C:14]2[CH:19]=[CH:18][C:17]([O:20][CH3:21])=[CH:16][CH:15]=2)[CH3:13])[C:9]2[C:4](=[CH:5][CH:6]=[C:7]([CH3:22])[CH:8]=2)[N:3]=1.Cl.[CH3:24][NH2:25].C([O-])([O-])=O.[Na+].[Na+]. (6) Given the product [F:50][C:51]([F:56])([F:55])[C:52]([O-:54])=[O:53].[CH2:117]([O:116][CH:97]([CH2:98][O:99][CH2:100][CH2:101][CH2:102][CH2:103][CH2:104][CH2:105][CH2:106][CH2:107][CH2:108][CH2:109][CH2:110][CH2:111][CH2:112][CH2:113][CH2:114][CH3:115])[CH2:96][N+:95]([CH2:94][CH2:93][CH2:92][NH:91][C:40](=[O:42])[CH2:39][CH2:38][O:37][CH2:36][CH2:35][O:34][CH2:33][CH2:32][O:31][CH2:30][CH2:29][O:28][CH2:27][CH2:26][O:25][CH2:24][CH2:23][O:22][CH2:21][CH2:20][O:19][CH2:18][CH2:17][O:16][CH2:15][CH2:14][O:13][CH2:12][CH2:8][C:9]([NH:57][CH2:58][CH2:59][C:60]1([C:65]([NH:67][C@H:68]([C:69]([OH:71])=[O:70])[CH2:72][C:73]2[CH:74]=[CH:75][C:76]([NH:79][C:80](=[O:89])[C:81]3[C:86]([Cl:87])=[CH:85][CH:84]=[CH:83][C:82]=3[Cl:88])=[CH:77][CH:78]=2)=[O:66])[CH2:64][CH2:63][CH2:62][CH2:61]1)=[O:11])([CH3:133])[CH3:134])[CH2:118][CH2:119][CH2:120][CH2:121][CH2:122][CH2:123][CH2:124][CH2:125][CH2:126][CH2:127][CH2:128][CH2:129][CH2:130][CH2:131][CH3:132], predict the reactants needed to synthesize it. The reactants are: O=C1CCC(=O)N1[C:8](N1C(=O)CCC1=O)([CH2:12][O:13][CH2:14][CH2:15][O:16][CH2:17][CH2:18][O:19][CH2:20][CH2:21][O:22][CH2:23][CH2:24][O:25][CH2:26][CH2:27][O:28][CH2:29][CH2:30][O:31][CH2:32][CH2:33][O:34][CH2:35][CH2:36][O:37][CH2:38][CH2:39][C:40]([O-:42])=O)[C:9]([O-:11])=O.[F:50][C:51]([F:56])([F:55])[C:52]([OH:54])=[O:53].[NH2:57][CH2:58][CH2:59][C:60]1([C:65]([NH:67][C@@H:68]([CH2:72][C:73]2[CH:78]=[CH:77][C:76]([NH:79][C:80](=[O:89])[C:81]3[C:86]([Cl:87])=[CH:85][CH:84]=[CH:83][C:82]=3[Cl:88])=[CH:75][CH:74]=2)[C:69]([OH:71])=[O:70])=[O:66])[CH2:64][CH2:63][CH2:62][CH2:61]1.[Br-].[NH2:91][CH2:92][CH2:93][CH2:94][N+:95]([CH3:134])([CH3:133])[CH2:96][CH:97]([O:116][CH2:117][CH2:118][CH2:119][CH2:120][CH2:121][CH2:122][CH2:123][CH2:124][CH2:125][CH2:126][CH2:127][CH2:128][CH2:129][CH2:130][CH2:131][CH3:132])[CH2:98][O:99][CH2:100][CH2:101][CH2:102][CH2:103][CH2:104][CH2:105][CH2:106][CH2:107][CH2:108][CH2:109][CH2:110][CH2:111][CH2:112][CH2:113][CH2:114][CH3:115].CCN(C(C)C)C(C)C. (7) The reactants are: [Cl:1][C:2]1[CH:10]=[C:9]([N+:11]([O-:13])=[O:12])[CH:8]=[CH:7][C:3]=1[C:4]([OH:6])=[O:5].OS(O)(=O)=O.[C:19](=O)(O)[O-].[Na+]. Given the product [Cl:1][C:2]1[CH:10]=[C:9]([N+:11]([O-:13])=[O:12])[CH:8]=[CH:7][C:3]=1[C:4]([O:6][CH3:19])=[O:5], predict the reactants needed to synthesize it.